From a dataset of Reaction yield outcomes from USPTO patents with 853,638 reactions. Predict the reaction yield, written as a fraction of the theoretical maximum amount of product (1.0 means a 100% yield; for example, 0.34 means a 34% yield). The reactants are C(O[CH:5]([C:28]1[CH:29]=[CH:30][C:31]2[N:35]=[C:34]3[S:36][CH2:37][CH2:38][CH2:39][N:33]3[C:32]=2[CH:40]=1)[C:6]1(Br)[C:12](=[O:13])[N:11]2[C@@H:7]1[S:8][CH:9]=[C:10]2[C:14]([O:16]CC1C=CC([N+]([O-])=O)=CC=1)=[O:15])(=O)C.[H][H]. The catalyst is C1COCC1.P([O-])([O-])([O-])=O. The product is [S:36]1[C:34]2=[N:35][C:31]3[CH:30]=[CH:29][C:28](/[CH:5]=[C:6]4\[C@@H:7]5[N:11]([C:12]\4=[O:13])[C:10]([C:14]([OH:16])=[O:15])=[CH:9][S:8]5)=[CH:40][C:32]=3[N:33]2[CH2:39][CH2:38][CH2:37]1. The yield is 0.180.